This data is from Forward reaction prediction with 1.9M reactions from USPTO patents (1976-2016). The task is: Predict the product of the given reaction. Given the reactants [NH2:1][C:2]1[CH:6]=[CH:5][N:4]([C:7]2[CH:12]=[CH:11][C:10]([Br:13])=[CH:9][CH:8]=2)[C:3]=1[C:14]([O:16][CH2:17][CH3:18])=[O:15].[C:19]([CH2:21][C:22](O)=[O:23])#[N:20].C(N(CC)CC)C.C1CCC(N=C=NC2CCCCC2)CC1, predict the reaction product. The product is: [Br:13][C:10]1[CH:9]=[CH:8][C:7]([N:4]2[CH:5]=[CH:6][C:2]([NH:1][C:22](=[O:23])[CH2:21][C:19]#[N:20])=[C:3]2[C:14]([O:16][CH2:17][CH3:18])=[O:15])=[CH:12][CH:11]=1.